The task is: Predict the reaction yield, written as a fraction of the theoretical maximum amount of product (1.0 means a 100% yield; for example, 0.34 means a 34% yield).. This data is from Reaction yield outcomes from USPTO patents with 853,638 reactions. (1) The reactants are [C:1]([C:5]1[CH:11]=[CH:10][C:8](N)=[CH:7][C:6]=1[Cl:12])([CH3:4])([CH3:3])[CH3:2].[N:13]([O-:15])=[O:14].[Na+].NC(N)=O. The catalyst is S(=O)(=O)(O)O. The product is [C:1]([C:5]1[CH:11]=[CH:10][C:8]([N+:13]([O-:15])=[O:14])=[CH:7][C:6]=1[Cl:12])([CH3:4])([CH3:2])[CH3:3]. The yield is 0.640. (2) The reactants are Br[C:2]1[C:11]([O:12][CH3:13])=[CH:10][CH:9]=[C:8]2[C:3]=1[CH:4]=[CH:5][N:6]=[C:7]2[Cl:14].C([Li])CCC.C([O:23]B(OC(C)C)OC(C)C)(C)C.OO.[OH-].[Na+].S([O-])([O-])=O.[Na+].[Na+].Cl. The catalyst is O1CCCC1. The product is [Cl:14][C:7]1[C:8]2[CH:9]=[CH:10][C:11]([O:12][CH3:13])=[C:2]([OH:23])[C:3]=2[CH:4]=[CH:5][N:6]=1. The yield is 0.662. (3) The catalyst is O. The yield is 0.850. The product is [CH2:1]([O:8][C:9]1[CH:16]=[C:15]([O:17][CH3:18])[CH:14]=[CH:13][C:10]=1/[CH:11]=[CH:27]/[C:28]([O:30][CH2:31][CH3:32])=[O:29])[C:2]1[CH:7]=[CH:6][CH:5]=[CH:4][CH:3]=1. The reactants are [CH2:1]([O:8][C:9]1[CH:16]=[C:15]([O:17][CH3:18])[CH:14]=[CH:13][C:10]=1[CH:11]=O)[C:2]1[CH:7]=[CH:6][CH:5]=[CH:4][CH:3]=1.C(OP([CH2:27][C:28]([O:30][CH2:31][CH3:32])=[O:29])(OCC)=O)C.CN(C)C=O.[H-].[Na+]. (4) The reactants are [CH:1]1([C@@H:4]2[CH2:9][CH2:8][NH:7][CH2:6][C@H:5]2[NH:10][P:11](=[O:18])([O:15][CH2:16][CH3:17])[O:12][CH2:13][CH3:14])[CH2:3][CH2:2]1.[CH:19](=O)[C:20]1[CH:25]=[CH:24][CH:23]=[CH:22][CH:21]=1.C(O)(=O)C.[BH3-]C#N.[Na+]. The catalyst is CO. The product is [CH2:19]([N:7]1[CH2:8][CH2:9][C@@H:4]([CH:1]2[CH2:2][CH2:3]2)[C@H:5]([NH:10][P:11](=[O:18])([O:12][CH2:13][CH3:14])[O:15][CH2:16][CH3:17])[CH2:6]1)[C:20]1[CH:25]=[CH:24][CH:23]=[CH:22][CH:21]=1. The yield is 1.00.